From a dataset of Reaction yield outcomes from USPTO patents with 853,638 reactions. Predict the reaction yield, written as a fraction of the theoretical maximum amount of product (1.0 means a 100% yield; for example, 0.34 means a 34% yield). (1) The reactants are [CH3:1][O:2][C:3](=[O:11])[C:4]1[CH:9]=[CH:8][C:7]([NH2:10])=[CH:6][CH:5]=1.[CH3:12][C:13](O)([C:15]#[N:16])[CH3:14].S([O-])([O-])(=O)=O.[Na+].[Na+]. No catalyst specified. The product is [CH3:1][O:2][C:3](=[O:11])[C:4]1[CH:9]=[CH:8][C:7]([NH:10][C:13]([C:15]#[N:16])([CH3:14])[CH3:12])=[CH:6][CH:5]=1. The yield is 0.920. (2) The yield is 0.840. No catalyst specified. The product is [NH2:1][C:2]1[N:10]=[C:9]2[C:5]([N:6]([CH3:15])[C:7](=[O:14])[N:8]2[CH2:11][CH2:12][OH:13])=[C:4]([NH:16][NH:17][C:23]([C:18]2[O:38][CH:37]=[CH:20][CH:19]=2)=[O:32])[N:3]=1. The reactants are [NH2:1][C:2]1[N:10]=[C:9]2[C:5]([N:6]([CH3:15])[C:7](=[O:14])[N:8]2[CH2:11][CH2:12][OH:13])=[C:4]([NH:16][NH2:17])[N:3]=1.[CH:18]1[CH:19]=[CH:20]C2N(O)N=NC=2[CH:23]=1.CN1CC[O:32]CC1.CN(C)[CH:37]=[O:38]. (3) The reactants are [CH3:1][C:2]1[NH:6][C:5]2[C:7]([C:17]([O:19]C)=[O:18])=[CH:8][C:9]([N:11]3[CH2:16][CH2:15][O:14][CH2:13][CH2:12]3)=[CH:10][C:4]=2[N:3]=1.Br[CH2:22][C:23]1[CH:28]=[CH:27][CH:26]=[C:25]([Cl:29])[CH:24]=1.C(=O)([O-])[O-].[K+].[K+].[OH-].[Li+]. The catalyst is CN(C)C=O.O1CCCC1.O. The product is [Cl:29][C:25]1[CH:24]=[C:23]([CH2:22][N:3]2[C:4]3[CH:10]=[C:9]([N:11]4[CH2:16][CH2:15][O:14][CH2:13][CH2:12]4)[CH:8]=[C:7]([C:17]([OH:19])=[O:18])[C:5]=3[N:6]=[C:2]2[CH3:1])[CH:28]=[CH:27][CH:26]=1. The yield is 0.134. (4) The reactants are [CH3:1][O:2][C:3]1[CH:4]=[C:5]2[C:10](=[CH:11][CH:12]=1)[C:9](O)=[N:8][CH:7]=[C:6]2[N:14]1[CH2:19][CH2:18][NH:17][CH2:16][CH2:15]1.[CH3:20][S:21](Cl)(=[O:23])=[O:22].P(Cl)(Cl)([Cl:27])=O. No catalyst specified. The product is [Cl:27][C:9]1[C:10]2[C:5](=[CH:4][C:3]([O:2][CH3:1])=[CH:12][CH:11]=2)[C:6]([N:14]2[CH2:19][CH2:18][N:17]([S:21]([CH3:20])(=[O:23])=[O:22])[CH2:16][CH2:15]2)=[CH:7][N:8]=1. The yield is 0.197. (5) The reactants are [Cl:1][C:2]1[C:10]([C:11]#[N:12])=[CH:9][CH:8]=[C:7]2[C:3]=1[CH:4]=[C:5]([CH:18]([F:20])[F:19])[N:6]2[CH:13]([CH3:17])[C:14]([OH:16])=O.[CH3:21][N:22](C(ON1N=NC2C=CC=NC1=2)=[N+](C)C)[CH3:23].F[P-](F)(F)(F)(F)F.CCN(C(C)C)C(C)C.CNC. The catalyst is CN(C=O)C. The product is [Cl:1][C:2]1[C:10]([C:11]#[N:12])=[CH:9][CH:8]=[C:7]2[C:3]=1[CH:4]=[C:5]([CH:18]([F:20])[F:19])[N:6]2[CH:13]([CH3:17])[C:14]([N:22]([CH3:23])[CH3:21])=[O:16]. The yield is 0.640. (6) The product is [C:18]12([CH2:17][NH:16][CH2:3][C:4]3[N:5]=[C:6]4[C:11](=[N:12][CH:13]=3)[N:10]=[C:9]([NH2:14])[N:8]=[C:7]4[NH2:15])[CH2:25][CH:24]3[CH2:23][CH:22]([CH2:21][CH:20]([CH2:26]3)[CH2:19]1)[CH2:27]2. The catalyst is CN(C)C(=O)C. The reactants are Br.Br[CH2:3][C:4]1[N:5]=[C:6]2[C:11](=[N:12][CH:13]=1)[N:10]=[C:9]([NH2:14])[N:8]=[C:7]2[NH2:15].[NH2:16][CH2:17][C:18]12[CH2:27][CH:22]3[CH2:23][CH:24]([CH2:26][CH:20]([CH2:21]3)[CH2:19]1)[CH2:25]2.C(=O)(O)[O-]. The yield is 0.400. (7) The reactants are [NH2:1][C@@H:2]1[CH:7]2[CH2:8][CH2:9][N:4]([CH2:5][CH2:6]2)[C@H:3]1[CH2:10][C:11]1[CH:12]=[N:13][CH:14]=[CH:15][CH:16]=1.C(N(CC)CC)C.[O:24]1[C:28]2[CH:29]=[CH:30][CH:31]=[CH:32][C:27]=2[CH:26]=[C:25]1[C:33](O)=[O:34].CN(C(ON1N=NC2C=CC=CC1=2)=[N+](C)C)C.F[P-](F)(F)(F)(F)F.C(=O)([O-])[O-].[K+].[K+]. The catalyst is ClCCl. The product is [N:13]1[CH:14]=[CH:15][CH:16]=[C:11]([CH2:10][C@H:3]2[C@H:2]([NH:1][C:33]([C:25]3[O:24][C:28]4[CH:29]=[CH:30][CH:31]=[CH:32][C:27]=4[CH:26]=3)=[O:34])[CH:7]3[CH2:6][CH2:5][N:4]2[CH2:9][CH2:8]3)[CH:12]=1. The yield is 0.770.